This data is from Full USPTO retrosynthesis dataset with 1.9M reactions from patents (1976-2016). The task is: Predict the reactants needed to synthesize the given product. (1) Given the product [CH3:13][C:4]1([CH3:14])[C:3](=[O:15])[C:2]([C:24]2[CH:25]=[CH:26][C:27]([O:28][CH2:29][C:30]3[CH:39]=[CH:38][C:37]4[C:32](=[CH:33][CH:34]=[CH:35][CH:36]=4)[N:31]=3)=[CH:40][CH:41]=2)=[C:6]([C:7]2[CH:12]=[CH:11][N:10]=[CH:9][CH:8]=2)[O:5]1, predict the reactants needed to synthesize it. The reactants are: Br[C:2]1[C:3](=[O:15])[C:4]([CH3:14])([CH3:13])[O:5][C:6]=1[C:7]1[CH:12]=[CH:11][N:10]=[CH:9][CH:8]=1.CC1(C)C(C)(C)OB([C:24]2[CH:41]=[CH:40][C:27]([O:28][CH2:29][C:30]3[CH:39]=[CH:38][C:37]4[C:32](=[CH:33][CH:34]=[CH:35][CH:36]=4)[N:31]=3)=[CH:26][CH:25]=2)O1.C([O-])([O-])=O.[Cs+].[Cs+]. (2) Given the product [Br:7][C:4]1[S:3][C:2]([O:20][C:16]2[CH:15]=[CH:14][C:13]3[C:18](=[CH:19][C:10]([O:9][CH3:8])=[CH:11][CH:12]=3)[CH:17]=2)=[N:6][CH:5]=1, predict the reactants needed to synthesize it. The reactants are: Br[C:2]1[S:3][C:4]([Br:7])=[CH:5][N:6]=1.[CH3:8][O:9][C:10]1[CH:19]=[C:18]2[C:13]([CH:14]=[CH:15][C:16]([OH:20])=[CH:17]2)=[CH:12][CH:11]=1.C(=O)([O-])[O-].[K+].[K+]. (3) Given the product [NH2:12][CH2:11][C:9]1[O:10][C:6]([C:4]([O:3][CH2:1][CH3:2])=[O:5])=[CH:7][CH:8]=1, predict the reactants needed to synthesize it. The reactants are: [CH2:1]([O:3][C:4]([C:6]1[O:10][C:9]([CH2:11][N:12]2C(=O)C3=CC=CC=C3C2=O)=[CH:8][CH:7]=1)=[O:5])[CH3:2].O.NN. (4) Given the product [OH:9][C:8]1[CH:10]=[C:2]([CH:3]=[C:4]([OH:5])[C:6]=1[OH:7])[C:1]([NH:17][C:18]1[CH:23]=[CH:22][CH:21]=[CH:20][C:19]=1[C:24]1[NH:25][C:26]2[C:31]([CH:32]=1)=[CH:30][CH:29]=[CH:28][CH:27]=2)=[O:12], predict the reactants needed to synthesize it. The reactants are: [C:1]([OH:12])(=O)[C:2]1[CH:10]=[C:8]([OH:9])[C:6]([OH:7])=[C:4]([OH:5])[CH:3]=1.C(Cl)CCl.[NH2:17][C:18]1[CH:23]=[CH:22][CH:21]=[CH:20][C:19]=1[C:24]1[NH:25][C:26]2[C:31]([CH:32]=1)=[CH:30][CH:29]=[CH:28][CH:27]=2.